Dataset: Forward reaction prediction with 1.9M reactions from USPTO patents (1976-2016). Task: Predict the product of the given reaction. (1) Given the reactants [BH4-].[Na+].[C:3]([N:10]1[CH2:15][CH2:14][C:13](=[O:16])[CH2:12][CH:11]1[CH3:17])([O:5][C:6]([CH3:9])([CH3:8])[CH3:7])=[O:4], predict the reaction product. The product is: [C:3]([N:10]1[CH2:15][CH2:14][C@@H:13]([OH:16])[CH2:12][C@@H:11]1[CH3:17])([O:5][C:6]([CH3:9])([CH3:8])[CH3:7])=[O:4]. (2) The product is: [NH2:27][C@H:22]1[CH2:23][CH2:24][CH2:25][CH2:26][C@H:21]1[NH:20][C:6]1[N:7]=[C:8]([NH:9][C:10]2[CH:18]=[CH:17][CH:16]=[C:15]3[C:11]=2[CH:12]=[CH:13][N:14]3[CH3:19])[C:3]([C:1]#[N:2])=[N:4][CH:5]=1. Given the reactants [C:1]([C:3]1[N:4]=[CH:5][C:6]([NH:20][C@@H:21]2[CH2:26][CH2:25][CH2:24][CH2:23][C@@H:22]2[NH:27]C(=O)OC(C)(C)C)=[N:7][C:8]=1[NH:9][C:10]1[CH:18]=[CH:17][CH:16]=[C:15]2[C:11]=1[CH:12]=[CH:13][N:14]2[CH3:19])#[N:2], predict the reaction product. (3) Given the reactants [CH2:1]([C:10]1([OH:16])[CH2:15][CH2:14][CH2:13][CH2:12][CH2:11]1)[CH2:2][CH2:3][CH2:4][CH2:5][CH2:6][CH2:7][CH2:8][CH3:9].C1OC1, predict the reaction product. The product is: [CH2:10]1[O:16][CH2:15]1.[CH2:1]([C:10]1([OH:16])[CH2:11][CH2:12][CH2:13][CH2:14][CH2:15]1)[CH2:2][CH2:3][CH2:4][CH2:5][CH2:6][CH2:7][CH2:8][CH3:9]. (4) Given the reactants [CH3:1][O:2][C:3]1[CH:11]=[CH:10][CH:9]=[CH:8][C:4]=1[C:5](O)=[O:6].CN(C(ON1N=NC2C=CC=NC1=2)=[N+](C)C)C.F[P-](F)(F)(F)(F)F.CCN(CC)CC.[NH:43]1[CH2:48][CH2:47][C:46]2([CH2:57][C:56](=[O:58])[C:55]3[C:50](=[CH:51][CH:52]=[CH:53][CH:54]=3)[O:49]2)[CH2:45][CH2:44]1, predict the reaction product. The product is: [CH3:1][O:2][C:3]1[CH:11]=[CH:10][CH:9]=[CH:8][C:4]=1[C:5]([N:43]1[CH2:48][CH2:47][C:46]2([CH2:57][C:56](=[O:58])[C:55]3[C:50](=[CH:51][CH:52]=[CH:53][CH:54]=3)[O:49]2)[CH2:45][CH2:44]1)=[O:6]. (5) Given the reactants [Cl:1][C:2]1[CH:7]=[CH:6][CH:5]=[C:4]([Cl:8])[C:3]=1[C:9]1[CH:18]=[CH:17][C:16]2[C:11](=[CH:12][CH:13]=[C:14]([CH:19]=[C:20]([OH:25])[C:21]([O:23][CH3:24])=[O:22])[CH:15]=2)[N:10]=1.[BH4-].[Na+].C([O-])(O)=O.[Na+].[OH-].[Na+], predict the reaction product. The product is: [Cl:1][C:2]1[CH:7]=[CH:6][CH:5]=[C:4]([Cl:8])[C:3]=1[C:9]1[CH:18]=[CH:17][C:16]2[C:11](=[CH:12][CH:13]=[C:14]([CH2:19][CH:20]([OH:25])[C:21]([O:23][CH3:24])=[O:22])[CH:15]=2)[N:10]=1. (6) Given the reactants [NH2:1][C:2]1[CH:10]=[C:9]2[C:5]([CH:6]=[N:7][NH:8]2)=[CH:4][CH:3]=1.[F:11][C:12]1[CH:29]=[CH:28][C:15]([CH2:16][CH:17]2[CH2:22][CH2:21][N:20]([C:23](=[O:27])[C:24](O)=[O:25])[CH2:19][CH2:18]2)=[CH:14][CH:13]=1, predict the reaction product. The product is: [F:11][C:12]1[CH:29]=[CH:28][C:15]([CH2:16][CH:17]2[CH2:18][CH2:19][N:20]([C:23](=[O:27])[C:24]([NH:1][C:2]3[CH:10]=[C:9]4[C:5]([CH:6]=[N:7][NH:8]4)=[CH:4][CH:3]=3)=[O:25])[CH2:21][CH2:22]2)=[CH:14][CH:13]=1. (7) Given the reactants [NH2:1][C:2]1[CH:6]=[C:5]([C:7](=[N:18][OH:19])[NH:8][CH2:9][C:10]2[CH:15]=[C:14]([Cl:16])[CH:13]=[CH:12][C:11]=2[CH3:17])[O:4][N:3]=1.C1N=CN([C:25](N2C=NC=C2)=[O:26])C=1, predict the reaction product. The product is: [NH2:1][C:2]1[CH:6]=[C:5]([C:7]2[N:8]([CH2:9][C:10]3[CH:15]=[C:14]([Cl:16])[CH:13]=[CH:12][C:11]=3[CH3:17])[C:25](=[O:26])[O:19][N:18]=2)[O:4][N:3]=1.